Dataset: Full USPTO retrosynthesis dataset with 1.9M reactions from patents (1976-2016). Task: Predict the reactants needed to synthesize the given product. (1) Given the product [C:1]([N:4]1[CH2:9][CH2:8][CH:7]([CH2:10][C:11]([NH:13][C:14]2[C:19]([CH3:20])=[C:18]([CH3:21])[C:17]([C:26]3[CH:25]=[C:24]([F:23])[CH:29]=[C:28]([F:30])[CH:27]=3)=[CH:16][N:15]=2)=[O:12])[CH2:6][CH2:5]1)(=[O:3])[CH3:2], predict the reactants needed to synthesize it. The reactants are: [C:1]([N:4]1[CH2:9][CH2:8][CH:7]([CH2:10][C:11]([NH:13][C:14]2[C:19]([CH3:20])=[C:18]([CH3:21])[C:17](Br)=[CH:16][N:15]=2)=[O:12])[CH2:6][CH2:5]1)(=[O:3])[CH3:2].[F:23][C:24]1[CH:25]=[C:26](B(O)O)[CH:27]=[C:28]([F:30])[CH:29]=1. (2) Given the product [CH3:24][O:25][C:26](=[O:39])[CH2:27][O:28][C:29]1[CH:34]=[CH:33][C:32]([NH:35][C:36]([N:17]([C:16]2[N:8]([C:5]3[CH:6]=[CH:7][C:2]([Cl:1])=[CH:3][CH:4]=3)[N:9]=[C:10]3[C:15]=2[CH:14]=[CH:13][CH:12]=[CH:11]3)[CH:18]2[CH2:23][CH2:22][CH2:21][CH2:20][CH2:19]2)=[O:37])=[C:31]([F:38])[CH:30]=1, predict the reactants needed to synthesize it. The reactants are: [Cl:1][C:2]1[CH:7]=[CH:6][C:5]([N:8]2[C:16]([NH:17][CH:18]3[CH2:23][CH2:22][CH2:21][CH2:20][CH2:19]3)=[C:15]3[C:10]([CH:11]=[CH:12][CH:13]=[CH:14]3)=[N:9]2)=[CH:4][CH:3]=1.[CH3:24][O:25][C:26](=[O:39])[CH2:27][O:28][C:29]1[CH:34]=[CH:33][C:32]([N:35]=[C:36]=[O:37])=[C:31]([F:38])[CH:30]=1.CCN(CC)CC.